Dataset: Full USPTO retrosynthesis dataset with 1.9M reactions from patents (1976-2016). Task: Predict the reactants needed to synthesize the given product. (1) The reactants are: [Cl:1][C:2]1[CH:7]=[C:6]([O:8][C:9]2[C:18]3[C:13](=[CH:14][C:15]([OH:21])=[C:16]([O:19][CH3:20])[CH:17]=3)[N:12]=[CH:11][N:10]=2)[CH:5]=[CH:4][C:3]=1[NH:22][C:23]([NH:25][CH2:26][CH2:27][CH3:28])=[O:24].C(=O)([O-])[O-].[K+].[K+].C(Br)[CH2:36][CH2:37][CH2:38][CH2:39][Br:40]. Given the product [Br:40][CH2:39][CH2:38][CH2:37][CH2:36][O:21][C:15]1[CH:14]=[C:13]2[C:18]([C:9]([O:8][C:6]3[CH:5]=[CH:4][C:3]([NH:22][C:23]([NH:25][CH2:26][CH2:27][CH3:28])=[O:24])=[C:2]([Cl:1])[CH:7]=3)=[N:10][CH:11]=[N:12]2)=[CH:17][C:16]=1[O:19][CH3:20], predict the reactants needed to synthesize it. (2) Given the product [CH3:1][O:2][C:3]([C:5]1[CH:6]=[C:7]2[C:12](=[CH:13][CH:14]=1)[N:11]1[C:15](=[O:18])[NH:16][N:17]=[C:10]1[C:9]([NH:20][CH2:21][CH2:22][C:23]1[CH:24]=[CH:25][N:26]=[CH:27][CH:28]=1)=[N:8]2)=[O:4], predict the reactants needed to synthesize it. The reactants are: [CH3:1][O:2][C:3]([C:5]1[CH:6]=[C:7]2[C:12](=[CH:13][CH:14]=1)[N:11]1[C:15]([O:18]C)=[N:16][N:17]=[C:10]1[C:9]([NH:20][CH2:21][CH2:22][C:23]1[CH:28]=[CH:27][N:26]=[CH:25][CH:24]=1)=[N:8]2)=[O:4].Br. (3) Given the product [NH2:14][C:11]1[N:12]=[CH:13][C:8]([C:5]2[CH:4]=[CH:3][C:2]([NH:1][C:33]([NH:32][C:29]3[CH:28]=[C:27]([C:24]4([CH3:23])[CH2:25][CH2:26]4)[O:31][N:30]=3)=[O:34])=[CH:7][CH:6]=2)=[CH:9][CH:10]=1, predict the reactants needed to synthesize it. The reactants are: [NH2:1][C:2]1[CH:7]=[CH:6][C:5]([C:8]2[CH:9]=[CH:10][C:11]([NH:14]CCN3CCOCC3)=[N:12][CH:13]=2)=[CH:4][CH:3]=1.[CH3:23][C:24]1([C:27]2[O:31][N:30]=[C:29]([NH:32][C:33](=O)[O:34]C3C=CC=CC=3)[CH:28]=2)[CH2:26][CH2:25]1.FC(F)(F)C1(C2ON=C(NC(=O)OC3C=CC=CC=3)C=2)CC1. (4) Given the product [CH3:1][S:2][C:3]1[CH:8]=[C:7]([N:9]2[CH2:10][CH2:11][CH2:12][CH2:13]2)[CH:6]=[CH:5][C:4]=1[C:14]1[S:16][C:21]2[CH:22]([OH:23])[CH2:17][CH2:18][CH2:19][C:20]=2[N:15]=1, predict the reactants needed to synthesize it. The reactants are: [CH3:1][S:2][C:3]1[CH:8]=[C:7]([N:9]2[CH2:13][CH2:12][CH2:11][CH2:10]2)[CH:6]=[CH:5][C:4]=1[C:14](=[S:16])[NH2:15].[CH:17]12[O:23][CH:22]1[CH2:21][CH2:20][CH2:19][C:18]2=O. (5) The reactants are: [C:1]([O:4][C:5]1[CH:10]=[CH:9][C:8]([CH2:11][CH:12]=[CH2:13])=[CH:7][C:6]=1[O:14][CH3:15])(=[O:3])[CH3:2].[CH3:16][O:17][SiH:18]([O:21][CH3:22])[O:19][CH3:20]. Given the product [C:1]([O:4][C:5]1[CH:10]=[CH:9][C:8]([CH2:11][CH2:12][CH2:13][Si:18]([O:21][CH3:22])([O:19][CH3:20])[O:17][CH3:16])=[CH:7][C:6]=1[O:14][CH3:15])(=[O:3])[CH3:2], predict the reactants needed to synthesize it. (6) The reactants are: [O:1]=[C:2]1[CH2:6][CH2:5][C@H:4]([CH2:7][O:8]C(C2C=CC=CC=2)(C2C=CC=CC=2)C2C=CC=CC=2)[N:3]1[C:28]1[CH:35]=[CH:34][C:31]([C:32]#[N:33])=[C:30]([C:36]([F:39])([F:38])[F:37])[CH:29]=1.Cl. Given the product [OH:8][CH2:7][C@H:4]1[CH2:5][CH2:6][C:2](=[O:1])[N:3]1[C:28]1[CH:35]=[CH:34][C:31]([C:32]#[N:33])=[C:30]([C:36]([F:39])([F:37])[F:38])[CH:29]=1, predict the reactants needed to synthesize it.